From a dataset of Forward reaction prediction with 1.9M reactions from USPTO patents (1976-2016). Predict the product of the given reaction. (1) Given the reactants [CH3:1][O:2][C:3]1[C:8]([C:9]([NH:11][CH3:12])=[O:10])=[C:7]([CH3:13])[N:6]=[C:5]([O:14][CH3:15])[CH:4]=1.[Li]CCCC.[CH2:21]([O:28][C:29]1[C:36]([CH3:37])=[CH:35][C:32](C#N)=[CH:31][C:30]=1[CH3:38])[C:22]1[CH:27]=[CH:26][CH:25]=[CH:24][CH:23]=1, predict the reaction product. The product is: [CH2:21]([O:28][C:29]1[C:36]([CH3:37])=[CH:35][C:32]([C:12]2[NH:11][C:9](=[O:10])[C:8]3[C:3]([O:2][CH3:1])=[CH:4][C:5]([O:14][CH3:15])=[N:6][C:7]=3[CH:13]=2)=[CH:31][C:30]=1[CH3:38])[C:22]1[CH:23]=[CH:24][CH:25]=[CH:26][CH:27]=1. (2) Given the reactants [F:1][C:2]1[CH:7]=[CH:6][C:5]([NH:8][C:9]2[N:20]=[CH:19][CH:18]=[CH:17][C:10]=2[C:11]([NH:13][CH2:14][C:15]#[CH:16])=[O:12])=[CH:4][CH:3]=1.[N:21]([CH2:24][C:25]1[CH:30]=[CH:29][C:28]([F:31])=[CH:27][CH:26]=1)=[N+:22]=[N-:23].O.O=C1O[C@H]([C@H](CO)O)C([O-])=C1O.[Na+], predict the reaction product. The product is: [F:31][C:28]1[CH:29]=[CH:30][C:25]([CH2:24][N:21]2[CH:16]=[C:15]([CH2:14][NH:13][C:11](=[O:12])[C:10]3[CH:17]=[CH:18][CH:19]=[N:20][C:9]=3[NH:8][C:5]3[CH:6]=[CH:7][C:2]([F:1])=[CH:3][CH:4]=3)[N:23]=[N:22]2)=[CH:26][CH:27]=1. (3) Given the reactants [F:1][C:2]1[CH:3]=[CH:4][C:5]([O:26][CH3:27])=[C:6]([C:8]2[C:9]3[CH:16]=[CH:15][N:14]([S:17]([C:20]4[CH:25]=[CH:24][CH:23]=[CH:22][CH:21]=4)(=[O:19])=[O:18])[C:10]=3[N:11]=[CH:12][N:13]=2)[CH:7]=1.C([N-]C(C)C)(C)C.[Li+].[I:36]I, predict the reaction product. The product is: [F:1][C:2]1[CH:3]=[CH:4][C:5]([O:26][CH3:27])=[C:6]([C:8]2[C:9]3[CH:16]=[C:15]([I:36])[N:14]([S:17]([C:20]4[CH:25]=[CH:24][CH:23]=[CH:22][CH:21]=4)(=[O:19])=[O:18])[C:10]=3[N:11]=[CH:12][N:13]=2)[CH:7]=1. (4) Given the reactants [Br:1][C:2]1[C:3]([O:15][CH3:16])=[CH:4][C:5]2[NH:6][C:7]3[C:12]([C:13]=2[CH:14]=1)=[CH:11][CH:10]=[CH:9][CH:8]=3.[OH-].[Na+].[CH3:19][CH:20]([CH2:24][CH2:25][CH2:26][CH:27]([CH3:29])[CH3:28])[CH2:21][CH2:22]Br, predict the reaction product. The product is: [Br:1][C:2]1[C:3]([O:15][CH3:16])=[CH:4][C:5]2[N:6]([CH2:22][CH2:21][CH:20]([CH3:19])[CH2:24][CH2:25][CH2:26][CH:27]([CH3:29])[CH3:28])[C:7]3[C:12]([C:13]=2[CH:14]=1)=[CH:11][CH:10]=[CH:9][CH:8]=3. (5) Given the reactants Br[C:2]1[CH:3]=[CH:4][CH:5]=[C:6]2[C:11]=1[N:10]=[CH:9][CH:8]=[CH:7]2.C([Li])CCC.[CH3:17][C:18]1[C:19](=O)[CH2:20][CH:21]([CH3:24])[C:22]=1[CH3:23].Cl.N, predict the reaction product. The product is: [CH3:17][C:18]1[C:22]([CH3:23])=[C:21]([CH3:24])[CH2:20][C:19]=1[C:2]1[CH:3]=[CH:4][CH:5]=[C:6]2[C:11]=1[N:10]=[CH:9][CH:8]=[CH:7]2.